This data is from Full USPTO retrosynthesis dataset with 1.9M reactions from patents (1976-2016). The task is: Predict the reactants needed to synthesize the given product. (1) Given the product [CH3:37][C:27]1[CH:32]=[CH:31][C:30]([S:33]([O:17][CH2:16][CH:15]([OH:18])[CH2:14][C:10]2[CH:11]=[CH:12][CH:13]=[C:8]([CH2:1][C:2]3[CH:3]=[CH:4][CH:5]=[CH:6][CH:7]=3)[C:9]=2[O:19][CH2:20][C:21]2[CH:26]=[CH:25][CH:24]=[CH:23][CH:22]=2)(=[O:35])=[O:34])=[CH:29][CH:28]=1, predict the reactants needed to synthesize it. The reactants are: [CH2:1]([C:8]1[C:9]([O:19][CH2:20][C:21]2[CH:26]=[CH:25][CH:24]=[CH:23][CH:22]=2)=[C:10]([CH2:14][CH:15]([OH:18])[CH2:16][OH:17])[CH:11]=[CH:12][CH:13]=1)[C:2]1[CH:7]=[CH:6][CH:5]=[CH:4][CH:3]=1.[C:27]1([CH3:37])[CH:32]=[CH:31][C:30]([S:33](Cl)(=[O:35])=[O:34])=[CH:29][CH:28]=1. (2) Given the product [CH3:45][N:44]([CH2:46][C:47]1[CH:48]=[C:49]([CH:52]=[CH:53][CH:54]=1)[CH2:50][N:51]1[CH2:27][CH2:26][C:5]2[C:4](=[CH:9][C:8]([N+:10]([O-:12])=[O:11])=[C:7]([N:13]3[CH2:14][CH2:15][N:16]([C:19]4[CH:24]=[CH:23][CH:22]=[CH:21][C:20]=4[CH3:25])[CH2:17][CH2:18]3)[CH:6]=2)[C:3]1=[O:2])[CH3:43], predict the reactants needed to synthesize it. The reactants are: C[O:2][C:3](=O)[C:4]1[CH:9]=[C:8]([N+:10]([O-:12])=[O:11])[C:7]([N:13]2[CH2:18][CH2:17][N:16]([C:19]3[CH:24]=[CH:23][CH:22]=[CH:21][C:20]=3[CH3:25])[CH2:15][CH2:14]2)=[CH:6][C:5]=1/[CH:26]=[CH:27]/OCC.ClCCCl.FC(F)(F)C(O)=O.[CH3:43][N:44]([CH2:46][C:47]1[CH:48]=[C:49]([CH:52]=[CH:53][CH:54]=1)[CH2:50][NH2:51])[CH3:45].C(N(CC)CC)C.C(O[BH-](OC(=O)C)OC(=O)C)(=O)C.[Na+].